From a dataset of Full USPTO retrosynthesis dataset with 1.9M reactions from patents (1976-2016). Predict the reactants needed to synthesize the given product. (1) Given the product [F:1][C:2]1[C:3]([C:22]2[S:26][C:25]([C:27]3([OH:31])[CH2:30][CH2:29][CH2:28]3)=[N:24][CH:23]=2)=[C:4]2[CH:10]=[C:9]([C:38]3[CH:37]=[C:36]4[C:41](=[CH:40][CH:39]=3)[N:32]=[CH:33][CH:34]=[CH:35]4)[N:8]([S:12]([C:15]3[CH:21]=[CH:20][C:18]([CH3:19])=[CH:17][CH:16]=3)(=[O:14])=[O:13])[C:5]2=[N:6][CH:7]=1, predict the reactants needed to synthesize it. The reactants are: [F:1][C:2]1[C:3]([C:22]2[S:26][C:25]([C:27]3([OH:31])[CH2:30][CH2:29][CH2:28]3)=[N:24][CH:23]=2)=[C:4]2[CH:10]=[C:9](I)[N:8]([S:12]([C:15]3[CH:21]=[CH:20][C:18]([CH3:19])=[CH:17][CH:16]=3)(=[O:14])=[O:13])[C:5]2=[N:6][CH:7]=1.[N:32]1[C:41]2[C:36](=[CH:37][C:38](B(O)O)=[CH:39][CH:40]=2)[CH:35]=[CH:34][CH:33]=1.C(=O)(O)[O-]. (2) Given the product [Cl:1][C:2]1[CH:7]=[CH:6][C:5]([C:8]2[N:19]=[C:20]([C:25]#[N:26])[C:21]([C:22]#[N:23])=[N:24][C:9]=2[C:11]2[CH:16]=[CH:15][C:14]([Cl:17])=[CH:13][CH:12]=2)=[CH:4][CH:3]=1, predict the reactants needed to synthesize it. The reactants are: [Cl:1][C:2]1[CH:7]=[CH:6][C:5]([C:8](=O)[C:9]([C:11]2[CH:16]=[CH:15][C:14]([Cl:17])=[CH:13][CH:12]=2)=O)=[CH:4][CH:3]=1.[NH2:19]/[C:20](/[C:25]#[N:26])=[C:21](\[NH2:24])/[C:22]#[N:23].C(O)(=O)C.